This data is from NCI-60 drug combinations with 297,098 pairs across 59 cell lines. The task is: Regression. Given two drug SMILES strings and cell line genomic features, predict the synergy score measuring deviation from expected non-interaction effect. (1) Drug 1: CCC1(CC2CC(C3=C(CCN(C2)C1)C4=CC=CC=C4N3)(C5=C(C=C6C(=C5)C78CCN9C7C(C=CC9)(C(C(C8N6C=O)(C(=O)OC)O)OC(=O)C)CC)OC)C(=O)OC)O.OS(=O)(=O)O. Drug 2: CCN(CC)CCCC(C)NC1=C2C=C(C=CC2=NC3=C1C=CC(=C3)Cl)OC. Cell line: SK-MEL-28. Synergy scores: CSS=2.02, Synergy_ZIP=-0.325, Synergy_Bliss=1.26, Synergy_Loewe=0.126, Synergy_HSA=-0.588. (2) Drug 1: CC1=C2C(C(=O)C3(C(CC4C(C3C(C(C2(C)C)(CC1OC(=O)C(C(C5=CC=CC=C5)NC(=O)OC(C)(C)C)O)O)OC(=O)C6=CC=CC=C6)(CO4)OC(=O)C)OC)C)OC. Drug 2: CCC1(CC2CC(C3=C(CCN(C2)C1)C4=CC=CC=C4N3)(C5=C(C=C6C(=C5)C78CCN9C7C(C=CC9)(C(C(C8N6C=O)(C(=O)OC)O)OC(=O)C)CC)OC)C(=O)OC)O.OS(=O)(=O)O. Cell line: A498. Synergy scores: CSS=36.0, Synergy_ZIP=2.14, Synergy_Bliss=2.50, Synergy_Loewe=-3.41, Synergy_HSA=2.66. (3) Drug 1: CC=C1C(=O)NC(C(=O)OC2CC(=O)NC(C(=O)NC(CSSCCC=C2)C(=O)N1)C(C)C)C(C)C. Drug 2: CC(C)(C#N)C1=CC(=CC(=C1)CN2C=NC=N2)C(C)(C)C#N. Cell line: MALME-3M. Synergy scores: CSS=13.1, Synergy_ZIP=-4.53, Synergy_Bliss=2.31, Synergy_Loewe=-11.5, Synergy_HSA=1.38. (4) Drug 1: C1CN1P(=S)(N2CC2)N3CC3. Drug 2: CCCCC(=O)OCC(=O)C1(CC(C2=C(C1)C(=C3C(=C2O)C(=O)C4=C(C3=O)C=CC=C4OC)O)OC5CC(C(C(O5)C)O)NC(=O)C(F)(F)F)O. Cell line: NCI-H522. Synergy scores: CSS=45.5, Synergy_ZIP=-0.252, Synergy_Bliss=1.95, Synergy_Loewe=-9.37, Synergy_HSA=1.99. (5) Drug 1: CS(=O)(=O)C1=CC(=C(C=C1)C(=O)NC2=CC(=C(C=C2)Cl)C3=CC=CC=N3)Cl. Drug 2: C1=CN(C=N1)CC(O)(P(=O)(O)O)P(=O)(O)O. Cell line: SW-620. Synergy scores: CSS=-5.74, Synergy_ZIP=0.379, Synergy_Bliss=-2.75, Synergy_Loewe=-4.24, Synergy_HSA=-5.25.